This data is from Catalyst prediction with 721,799 reactions and 888 catalyst types from USPTO. The task is: Predict which catalyst facilitates the given reaction. (1) Product: [Cl:1][C:2]1[CH:3]=[C:4]([CH:8]([C:19]2[CH:24]=[CH:23][CH:22]=[C:21]([Cl:25])[CH:20]=2)[C:9]2[S:13][C:12]([C:14]([OH:16])=[O:15])=[CH:11][CH:10]=2)[CH:5]=[CH:6][CH:7]=1. Reactant: [Cl:1][C:2]1[CH:3]=[C:4]([CH:8]([C:19]2[CH:24]=[CH:23][CH:22]=[C:21]([Cl:25])[CH:20]=2)[C:9]2[S:13][C:12]([C:14]([O:16]CC)=[O:15])=[CH:11][CH:10]=2)[CH:5]=[CH:6][CH:7]=1.[OH-].[Na+]. The catalyst class is: 5. (2) Reactant: [CH3:1][O:2][C:3]([C@H:5]1[CH2:10][CH2:9][C@H:8]([C:11](=S)[NH2:12])[CH2:7][CH2:6]1)=[O:4].[C:14]([NH2:17])(=[S:16])[CH3:15].II. Product: [CH3:1][O:2][C:3]([C@H:5]1[CH2:10][CH2:9][C@H:8]([C:11]2[N:17]=[C:14]([CH3:15])[S:16][N:12]=2)[CH2:7][CH2:6]1)=[O:4]. The catalyst class is: 5. (3) Reactant: Cl[CH2:2][C:3]([CH:5]1[CH2:10][CH2:9][N:8]([C:11]2[CH:16]=[CH:15][C:14]([Cl:17])=[C:13]([O:18][CH3:19])[CH:12]=2)[CH2:7][CH2:6]1)=[O:4].[CH3:20][C:21]1[NH:25][N:24]=[C:23]([C:26]([F:29])([F:28])[F:27])[CH:22]=1.C(=O)([O-])[O-].[K+].[K+]. Product: [Cl:17][C:14]1[CH:15]=[CH:16][C:11]([N:8]2[CH2:9][CH2:10][CH:5]([C:3](=[O:4])[CH2:2][N:25]3[C:21]([CH3:20])=[CH:22][C:23]([C:26]([F:29])([F:28])[F:27])=[N:24]3)[CH2:6][CH2:7]2)=[CH:12][C:13]=1[O:18][CH3:19]. The catalyst class is: 10. (4) Reactant: [CH:1]1([N:7]([CH2:21][CH2:22][C:23]2[CH:28]=CC=C[CH:24]=2)[C:8](=[O:20])[NH:9][C:10]2[S:11][C:12]([S:15][CH2:16][C:17]([OH:19])=[O:18])=[CH:13][N:14]=2)[CH2:6][CH2:5][CH2:4][CH2:3][CH2:2]1.CC(C)CCN.C1(=O)CCCCC1. Product: [CH:1]1([N:7]([CH2:21][CH2:22][CH:23]([CH3:28])[CH3:24])[C:8](=[O:20])[NH:9][C:10]2[S:11][C:12]([S:15][CH2:16][C:17]([OH:19])=[O:18])=[CH:13][N:14]=2)[CH2:2][CH2:3][CH2:4][CH2:5][CH2:6]1. The catalyst class is: 413. (5) Reactant: [CH3:1][C:2]1[S:3][C:4]([C:8]([O:10]CC)=O)=[C:5]([CH3:7])[N:6]=1.O.[NH2:14][NH2:15]. Product: [CH3:1][C:2]1[S:3][C:4]([C:8]([NH:14][NH2:15])=[O:10])=[C:5]([CH3:7])[N:6]=1. The catalyst class is: 8. (6) Product: [OH:9][C@@H:6]([CH2:7][CH3:8])[C@@H:2]([NH:1][C:10]([O:13][CH2:25][CH2:24][CH2:23][CH2:22][CH2:21][C:15]1[CH:20]=[CH:19][CH:18]=[CH:17][CH:16]=1)=[O:11])[C:3]([OH:5])=[O:4]. The catalyst class is: 90. Reactant: [NH2:1][C@H:2]([C@@H:6]([OH:9])[CH2:7][CH3:8])[C:3]([OH:5])=[O:4].[C:10]([O-:13])(O)=[O:11].[Na+].[C:15]1([CH2:21][CH2:22][CH2:23][CH2:24][CH2:25]C2C(=O)N(C([O-])=O)C=CC=2)[CH:20]=[CH:19][CH:18]=[CH:17][CH:16]=1.